From a dataset of Forward reaction prediction with 1.9M reactions from USPTO patents (1976-2016). Predict the product of the given reaction. (1) Given the reactants [F:1][C:2]1[CH:3]=[C:4]([N:18]2[CH2:22][C@H:21]([C:23]([NH2:25])=[O:24])[O:20][C:19]2=[O:26])[CH:5]=[C:6]([F:17])[C:7]=1[C:8]1([CH3:16])[CH2:11][N:10]([C:12]([O:14][CH3:15])=[O:13])[CH2:9]1.[CH3:27]N, predict the reaction product. The product is: [CH3:27][NH:25][C:23]([C@@H:21]1[O:20][C:19](=[O:26])[N:18]([C:4]2[CH:3]=[C:2]([F:1])[C:7]([C:8]3([CH3:16])[CH2:9][N:10]([C:12]([O:14][CH3:15])=[O:13])[CH2:11]3)=[C:6]([F:17])[CH:5]=2)[CH2:22]1)=[O:24]. (2) Given the reactants Br[C:2]1[CH:3]=[C:4]([CH:8]2[NH:13][C:12](=[O:14])[NH:11][C:10]([CH3:15])=[C:9]2[C:16]#[N:17])[CH:5]=[CH:6][CH:7]=1.B1(B2O[C:30]([CH3:33])(C)[C:29]([CH3:35])([CH3:34])O2)O[C:30](C)([CH3:33])[C:29]([CH3:35])([CH3:34])O1.C([O-])(=O)C.[K+].BrC1C=C[C:45](C)=[N:46]C=1.C(=O)([O-])[O-].[K+].[K+], predict the reaction product. The product is: [C:16]([C:9]1[CH:8]([C:4]2[CH:5]=[CH:6][CH:7]=[C:2]([C:35]3[CH:45]=[N:46][CH:33]=[CH:30][C:29]=3[CH3:34])[CH:3]=2)[NH:13][C:12](=[O:14])[NH:11][C:10]=1[CH3:15])#[N:17]. (3) Given the reactants Br[C:2]1[C:11]2[C:6](=[C:7]([OH:12])[CH:8]=[CH:9][CH:10]=2)[N:5]=[CH:4][CH:3]=1.O.[CH3:14][C:15]1[CH:20]=[CH:19][CH:18]=[C:17]([CH3:21])[C:16]=1B(O)O.O.P([O-])([O-])([O-])=O.[K+].[K+].[K+], predict the reaction product. The product is: [CH3:14][C:15]1[CH:20]=[CH:19][CH:18]=[C:17]([CH3:21])[C:16]=1[C:2]1[C:11]2[C:6](=[C:7]([OH:12])[CH:8]=[CH:9][CH:10]=2)[N:5]=[CH:4][CH:3]=1. (4) Given the reactants Cl[C:2]1[C:11]2[C:6](=[CH:7][CH:8]=[CH:9][CH:10]=2)[C:5]([C:12]2[CH:17]=[CH:16][CH:15]=[C:14]([F:18])[CH:13]=2)=[C:4]([C:19](=[O:21])[CH3:20])[N:3]=1.[CH3:22][N:23](C)C=O, predict the reaction product. The product is: [C:19]([C:4]1[N:3]=[C:2]([C:22]#[N:23])[C:11]2[C:6]([C:5]=1[C:12]1[CH:17]=[CH:16][CH:15]=[C:14]([F:18])[CH:13]=1)=[CH:7][CH:8]=[CH:9][CH:10]=2)(=[O:21])[CH3:20].